This data is from Catalyst prediction with 721,799 reactions and 888 catalyst types from USPTO. The task is: Predict which catalyst facilitates the given reaction. Reactant: [C:1]([O:5][C:6]([NH:8][C@@H:9]1[CH2:14][CH2:13][C@H:12]([C:15](OCC)=[O:16])[CH2:11][CH2:10]1)=[O:7])([CH3:4])([CH3:3])[CH3:2].CO.[Li+].[BH4-]. Product: [OH:16][CH2:15][C@@H:12]1[CH2:11][CH2:10][C@H:9]([NH:8][C:6](=[O:7])[O:5][C:1]([CH3:3])([CH3:2])[CH3:4])[CH2:14][CH2:13]1. The catalyst class is: 28.